This data is from Full USPTO retrosynthesis dataset with 1.9M reactions from patents (1976-2016). The task is: Predict the reactants needed to synthesize the given product. (1) Given the product [OH:22][C:20]([C@@H:6]1[CH:7]=[C:8]2[C@@H:9]([CH2:10][C:11]3[C:19]4[C:14](=[CH:15][CH:16]=[CH:17][C:18]2=4)[NH:13][CH:12]=3)[N:4]([CH3:3])[CH2:5]1)=[O:21], predict the reactants needed to synthesize it. The reactants are: [OH-].[Na+].[CH3:3][N:4]1[C@@H:9]2[CH2:10][C:11]3[C:19]4[C:14](=[CH:15][CH:16]=[CH:17][C:18]=4[C@H:8]2[CH:7]=[C:6]([C:20]([OH:22])=[O:21])[CH2:5]1)[NH:13][CH:12]=3.S(=O)(=O)(O)O. (2) Given the product [CH3:70][C:69]1([CH3:71])[CH:8]([OH:7])[CH:9]([OH:76])[C:10]2([CH2:74][OH:75])[CH:67]([C:14]3[C:13]([CH3:72])([CH2:12][CH:11]2[OH:73])[C:18]2([CH3:66])[CH:17]([C:22]4([CH3:65])[CH:21]([CH2:20][CH2:19]2)[C:26]([CH2:28][OH:29])([CH3:27])[CH:25]([OH:30])[CH2:24][CH2:23]4)[CH2:16][CH:15]=3)[CH2:68]1.[CH3:144][C@@:101]12[C@H:96]3[CH2:95][CH:94]=[C:93]4[C@@H:146]5[CH2:147][C:148]([CH3:149])([CH3:87])[C@@H:161]6[O:152][C@@H:90]([C@@:89]5([CH2:88][OH:155])[C@H:160]6[OH:162])[CH2:91][C@@:92]4([CH3:151])[C@:97]3([CH3:145])[CH2:98][CH2:99][C@H:100]1[C@:105]([CH2:107][OH:108])([CH3:106])[C@@H:104]([OH:109])[CH2:103][CH2:102]2, predict the reactants needed to synthesize it. The reactants are: C/C=C(/C([O:7][C@@H:8]1[C:69]([CH3:71])([CH3:70])[CH2:68][CH:67]2[C@@:10]([CH2:74][OH:75])([C@H:11]([OH:73])[CH2:12][C@@:13]3([CH3:72])[C@:18]4([CH3:66])[CH2:19][CH2:20][CH:21]5[C@:26]([CH2:28][OH:29])([CH3:27])[CH:25]([O:30][C@@H]6O[C@H](C(O)=O)[C@@H](O[C@@H]7O[C@H](CO)[C@@H](O)[C@H](O)[C@H]7O)[C@H](O)[C@H]6O[C@@H]6O[C@H](CO)[C@@H](O)[C@H](O)[C@H]6O)[CH2:24][CH2:23][C@:22]5([CH3:65])[CH:17]4[CH2:16][CH:15]=[C:14]32)[C@H:9]1[O:76]C(C)=O)=O)\C.C/C=C(\C(O[C@@H:87]1[C:148](C)([CH3:149])[CH2:147][CH:146]2[C@@:89](CO)([C@H:90]([OH:152])[CH2:91][C@@:92]3([CH3:151])[C@:97]4([CH3:145])[CH2:98][CH2:99][CH:100]5[C@:105]([CH2:107][OH:108])([CH3:106])[CH:104]([O:109][C@@H]6O[C@H](C(O)=O)[C@@H](O[C@@H]7O[C@H](CO)[C@@H](O)[C@H](O)[C@H]7O)[C@H](O)[C@H]6O[C@@H]6O[C@H](CO)[C@@H](O)[C@H](O)[C@H]6O)[CH2:103][CH2:102][C@:101]5([CH3:144])[CH:96]4[CH2:95][CH:94]=[C:93]32)[C@H:88]1[O:155]C(C)=O)=O)/C.Cl.[CH2:160]([OH:162])[CH3:161]. (3) Given the product [NH2:22][C:20]1[S:21][C:3]([C:4]([O:6][CH2:7][CH3:8])=[O:5])=[C:2]([CH2:9][C:10]([O:12][CH2:13][CH3:14])=[O:11])[N:19]=1, predict the reactants needed to synthesize it. The reactants are: O=[C:2]([CH2:9][C:10]([O:12][CH2:13][CH3:14])=[O:11])[CH2:3][C:4]([O:6][CH2:7][CH3:8])=[O:5].S(Cl)(Cl)=O.[NH2:19][C:20]([NH2:22])=[S:21].C([O-])([O-])=O.[Na+].[Na+]. (4) Given the product [Cl:7][C:8]1[NH:12][N:11]=[C:10]([C:13]([OH:1])=[O:14])[CH:9]=1, predict the reactants needed to synthesize it. The reactants are: [O-:1][Mn](=O)(=O)=O.[K+].[Cl:7][C:8]1[NH:12][N:11]=[C:10]([CH3:13])[CH:9]=1.[OH2:14]. (5) Given the product [F:41][C:26]([F:25])([C:37]([F:38])([F:39])[F:40])[C:27]([F:35])([F:36])[C:28]([F:34])([F:33])[S:29]([O:1][C:2]1[C:10]2[C:5](=[CH:6][N:7]=[CH:8][CH:9]=2)[O:4][C:3]=1[C:11]([O:13][CH2:14][CH3:15])=[O:12])(=[O:30])=[O:31], predict the reactants needed to synthesize it. The reactants are: [OH:1][C:2]1[C:10]2[C:5](=[CH:6][N:7]=[CH:8][CH:9]=2)[O:4][C:3]=1[C:11]([O:13][CH2:14][CH3:15])=[O:12].CCN(C(C)C)C(C)C.[F:25][C:26]([F:41])([C:37]([F:40])([F:39])[F:38])[C:27]([F:36])([F:35])[C:28]([F:34])([F:33])[S:29](F)(=[O:31])=[O:30]. (6) The reactants are: [CH:1]1([C:4]2[CH:5]=[C:6]([CH:28]=[C:29]([O:32][CH2:33][CH3:34])[C:30]=2I)[CH2:7][N:8]2[CH2:11][C:10]3([CH2:15][C:14]([N:16]4[CH2:21][CH2:20][C:19]([CH3:27])([C:22]([O:24]CC)=[O:23])[CH2:18][CH2:17]4)=[N:13][O:12]3)[CH2:9]2)[CH2:3][CH2:2]1.[F:35][C:36]1[CH:41]=[C:40]([CH3:42])[CH:39]=[CH:38][C:37]=1B(O)O. Given the product [CH:1]1([C:4]2[CH:5]=[C:6]([CH2:7][N:8]3[CH2:11][C:10]4([CH2:15][C:14]([N:16]5[CH2:17][CH2:18][C:19]([CH3:27])([C:22]([OH:24])=[O:23])[CH2:20][CH2:21]5)=[N:13][O:12]4)[CH2:9]3)[CH:28]=[C:29]([O:32][CH2:33][CH3:34])[C:30]=2[C:37]2[CH:38]=[CH:39][C:40]([CH3:42])=[CH:41][C:36]=2[F:35])[CH2:2][CH2:3]1, predict the reactants needed to synthesize it. (7) The reactants are: [CH:1]1([CH2:4][NH2:5])[CH2:3][CH2:2]1.S=[C:7]1[CH2:11][S:10][C:9](=[O:12])[NH:8]1. Given the product [CH:1]1([CH2:4][NH:5][C:7]2[CH2:11][S:10][C:9](=[O:12])[N:8]=2)[CH2:3][CH2:2]1, predict the reactants needed to synthesize it.